The task is: Predict the product of the given reaction.. This data is from Forward reaction prediction with 1.9M reactions from USPTO patents (1976-2016). Given the reactants [F:1][C:2]1[C:3]([NH:18][C@@H:19]2[CH2:24][CH2:23][CH2:22][N:21]([C:25](=[O:28])[CH:26]=[CH2:27])[CH2:20]2)=[N:4][C:5]([NH:8][C:9]2[CH:10]=[C:11]3[C:15](=[CH:16][CH:17]=2)[CH2:14][NH:13][CH2:12]3)=[N:6][CH:7]=1.[F:29][CH2:30][CH2:31]I, predict the reaction product. The product is: [F:1][C:2]1[C:3]([NH:18][C@@H:19]2[CH2:24][CH2:23][CH2:22][N:21]([C:25](=[O:28])[CH:26]=[CH2:27])[CH2:20]2)=[N:4][C:5]([NH:8][C:9]2[CH:10]=[C:11]3[C:15](=[CH:16][CH:17]=2)[CH2:14][N:13]([CH2:31][CH2:30][F:29])[CH2:12]3)=[N:6][CH:7]=1.